Task: Predict the reaction yield, written as a fraction of the theoretical maximum amount of product (1.0 means a 100% yield; for example, 0.34 means a 34% yield).. Dataset: Reaction yield outcomes from USPTO patents with 853,638 reactions (1) The yield is 0.340. The catalyst is CCO.C1C=CC([P]([Pd]([P](C2C=CC=CC=2)(C2C=CC=CC=2)C2C=CC=CC=2)([P](C2C=CC=CC=2)(C2C=CC=CC=2)C2C=CC=CC=2)[P](C2C=CC=CC=2)(C2C=CC=CC=2)C2C=CC=CC=2)(C2C=CC=CC=2)C2C=CC=CC=2)=CC=1.O. The product is [F:10][C:5]1[CH:4]=[CH:3][C:2]([C:16]2[CH:15]=[CH:14][CH:13]=[C:12]([F:11])[CH:17]=2)=[CH:9][C:6]=1[CH:7]=[O:8]. The reactants are Br[C:2]1[CH:3]=[CH:4][C:5]([F:10])=[C:6]([CH:9]=1)[CH:7]=[O:8].[F:11][C:12]1[CH:13]=[C:14](B(O)O)[CH:15]=[CH:16][CH:17]=1.C([O-])([O-])=O.[K+].[K+].CN(C=O)C. (2) The reactants are [F:1][C:2]([F:42])([F:41])[C:3]1[CH:4]=[C:5]([C@H:13]2[O:17][C:16](=[O:18])[N:15]([CH2:19][C:20]3[C:21]([NH:30][CH:31]4[CH2:36][CH2:35][C:34](=O)[CH2:33][CH:32]4[CH2:38][CH3:39])=[N:22][CH:23]=[C:24]([C:26]([F:29])([F:28])[F:27])[CH:25]=3)[C@H:14]2[CH3:40])[CH:6]=[C:7]([C:9]([F:12])([F:11])[F:10])[CH:8]=1.Cl.[CH2:44]([NH2:46])[CH3:45].[BH-](OC(C)=O)(OC(C)=O)OC(C)=O.[Na+]. The catalyst is ClCCl. The product is [F:11][C:9]([F:12])([F:10])[C:7]1[CH:6]=[C:5]([C@H:13]2[O:17][C:16](=[O:18])[N:15]([CH2:19][C:20]3[C:21]([NH:30][CH:31]4[CH2:36][CH2:35][CH:34]([NH:46][CH2:44][CH3:45])[CH2:33][CH:32]4[CH2:38][CH3:39])=[N:22][CH:23]=[C:24]([C:26]([F:28])([F:27])[F:29])[CH:25]=3)[C@H:14]2[CH3:40])[CH:4]=[C:3]([C:2]([F:41])([F:42])[F:1])[CH:8]=1. The yield is 0.520. (3) The reactants are [C:1]1([CH3:16])[CH:6]=[CH:5][C:4]([C:7]2[NH:11][N:10]=[C:9]([C:12]([O:14][CH3:15])=[O:13])[CH:8]=2)=[CH:3][CH:2]=1.[O:17]1[CH:22]=[CH:21][CH2:20][CH2:19][CH2:18]1. The catalyst is CC#N.FC(F)(F)C(O)=O. The product is [O:17]1[CH2:22][CH2:21][CH2:20][CH2:19][CH:18]1[N:11]1[C:7]([C:4]2[CH:3]=[CH:2][C:1]([CH3:16])=[CH:6][CH:5]=2)=[CH:8][C:9]([C:12]([O:14][CH3:15])=[O:13])=[N:10]1. The yield is 0.680. (4) The reactants are [CH3:1][C:2]1[CH:6]=[C:5]([C:7]2[CH:12]=[CH:11][C:10]([C:13]([F:16])([F:15])[F:14])=[CH:9][CH:8]=2)[O:4][C:3]=1[C:17](OC)=[O:18].[H-].[Al+3].[Li+].[H-].[H-].[H-].Cl.O. The catalyst is O1CCCC1. The product is [CH3:1][C:2]1[CH:6]=[C:5]([C:7]2[CH:8]=[CH:9][C:10]([C:13]([F:16])([F:14])[F:15])=[CH:11][CH:12]=2)[O:4][C:3]=1[CH2:17][OH:18]. The yield is 0.970. (5) The reactants are [CH3:1][NH:2][CH2:3][CH2:4][C@H:5]([O:11][C:12]1[CH:13]=[CH:14][CH:15]=[C:16]2[CH:21]=[CH:20][CH:19]=[CH:18][C:17]=12)[C:6]1[S:10][CH:9]=[CH:8][CH:7]=1.C([O-])(=O)C([O-])=O.[NH4+]. The catalyst is C(OCC)(=O)C.O. The product is [CH3:1][NH:2][CH2:3][CH2:4][C@H:5]([O:11][C:12]1[CH:13]=[CH:14][CH:15]=[C:16]2[CH:21]=[CH:20][CH:19]=[CH:18][C:17]=12)[C:6]1[S:10][CH:9]=[CH:8][CH:7]=1. The yield is 0.530. (6) The reactants are [N:1]1[C:10]2[C:5](=[CH:6][CH:7]=[CH:8][CH:9]=2)[CH:4]=[C:3]([NH2:11])[CH:2]=1.[N:12]([O-])=O.[Na+].O.O.[Cl:18][Sn]Cl. The catalyst is Cl. The product is [ClH:18].[N:1]1[C:10]2[C:5](=[CH:6][CH:7]=[CH:8][CH:9]=2)[CH:4]=[C:3]([NH:11][NH2:12])[CH:2]=1. The yield is 0.810. (7) The reactants are [C:1]([O:5][C:6]([NH:8][C:9]1([C:13]2[CH:18]=[CH:17][C:16]([C:19]3[C:28]([C:29]4[CH:34]=[CH:33][CH:32]=[CH:31][CH:30]=4)=[CH:27][C:26]4[C:25](=[O:35])[CH:24]([C:36]([O:38][CH3:39])=[O:37])[CH2:23][CH2:22][C:21]=4[N:20]=3)=[CH:15][CH:14]=2)[CH2:12][CH2:11][CH2:10]1)=[O:7])([CH3:4])([CH3:3])[CH3:2].[CH3:40]C(C)([O-])C.[K+].CI. The catalyst is C1COCC1.C(OCC)(=O)C. The product is [C:1]([O:5][C:6]([NH:8][C:9]1([C:13]2[CH:14]=[CH:15][C:16]([C:19]3[C:28]([C:29]4[CH:30]=[CH:31][CH:32]=[CH:33][CH:34]=4)=[CH:27][C:26]4[C:25](=[O:35])[C:24]([CH3:40])([C:36]([O:38][CH3:39])=[O:37])[CH2:23][CH2:22][C:21]=4[N:20]=3)=[CH:17][CH:18]=2)[CH2:12][CH2:11][CH2:10]1)=[O:7])([CH3:4])([CH3:3])[CH3:2]. The yield is 0.830. (8) The reactants are Br[C:2]1[N:7]=[N:6][C:5]([NH2:8])=[N:4][C:3]=1[C:9]1[CH:14]=[CH:13][CH:12]=[CH:11][CH:10]=1.[C:15]1(B(O)O)[CH:20]=[CH:19][CH:18]=[CH:17][CH:16]=1. No catalyst specified. The product is [C:9]1([C:3]2[N:4]=[C:5]([NH2:8])[N:6]=[N:7][C:2]=2[C:15]2[CH:20]=[CH:19][CH:18]=[CH:17][CH:16]=2)[CH:14]=[CH:13][CH:12]=[CH:11][CH:10]=1. The yield is 0.420.